This data is from Reaction yield outcomes from USPTO patents with 853,638 reactions. The task is: Predict the reaction yield, written as a fraction of the theoretical maximum amount of product (1.0 means a 100% yield; for example, 0.34 means a 34% yield). (1) The reactants are CN([CH2:4][CH:5]([CH:16]([C:29]1[CH:34]=[CH:33][CH:32]=[C:31]([F:35])[C:30]=1[CH3:36])[C:17](=[CH2:28])[C:18]([C:20]1[CH:25]=[CH:24][CH:23]=[C:22]([O:26][CH3:27])[CH:21]=1)=[O:19])[C:6]([C:8]1[CH:13]=[CH:12][CH:11]=[C:10]([O:14][CH3:15])[CH:9]=1)=[O:7])C.C(N(C(C)C)CC)(C)C.IC.[OH-].[K+]. The catalyst is C(#N)C. The product is [F:35][C:31]1[C:30]([CH3:36])=[C:29]([CH:16]([C:17](=[CH2:28])[C:18]([C:20]2[CH:25]=[CH:24][CH:23]=[C:22]([O:26][CH3:27])[CH:21]=2)=[O:19])[C:5](=[CH2:4])[C:6]([C:8]2[CH:13]=[CH:12][CH:11]=[C:10]([O:14][CH3:15])[CH:9]=2)=[O:7])[CH:34]=[CH:33][CH:32]=1. The yield is 0.770. (2) The reactants are [F:1][C:2]1[CH:21]=[C:20]([N+:22]([O-])=O)[CH:19]=[CH:18][C:3]=1[O:4][C:5]1[CH:10]=[CH:9][N:8]=[C:7]2[CH:11]=[C:12]([S:14]([CH3:17])(=[O:16])=[O:15])[S:13][C:6]=12. The catalyst is C(O)(=O)C.[Fe]. The product is [CH3:17][S:14]([C:12]1[S:13][C:6]2[C:7](=[N:8][CH:9]=[CH:10][C:5]=2[O:4][C:3]2[CH:18]=[CH:19][C:20]([NH2:22])=[CH:21][C:2]=2[F:1])[CH:11]=1)(=[O:15])=[O:16]. The yield is 0.480. (3) The reactants are [I:1][C:2]1[CH:7]=[CH:6][C:5]([NH:8][CH:9](SC)[NH:10][C:11]#[N:12])=[CH:4][CH:3]=1.[NH2:15][NH2:16]. The catalyst is C(O)C. The product is [I:1][C:2]1[CH:7]=[CH:6][C:5]([NH:8][C:9]2[N:10]=[C:11]([NH2:12])[NH:16][N:15]=2)=[CH:4][CH:3]=1. The yield is 1.00. (4) The reactants are [F:1][C:2]1[C:11]([CH3:12])=[C:10]2[C:5]([N:6]=[CH:7][C:8](=O)[NH:9]2)=[CH:4][CH:3]=1.P(Cl)(Cl)([Cl:16])=O. No catalyst specified. The product is [Cl:16][C:8]1[CH:7]=[N:6][C:5]2[C:10](=[C:11]([CH3:12])[C:2]([F:1])=[CH:3][CH:4]=2)[N:9]=1. The yield is 0.650. (5) The catalyst is C1COCC1. The reactants are C[O:2][C:3]([C:5]1[C:10]([NH2:11])=[N:9][CH:8]=[CH:7][N:6]=1)=O.[H-].C([Al+]CC(C)C)C(C)C. The product is [NH2:11][C:10]1[C:5]([CH:3]=[O:2])=[N:6][CH:7]=[CH:8][N:9]=1. The yield is 0.340. (6) The reactants are [CH3:1][CH:2]([CH3:38])[CH:3]([NH:8][C:9]([C:11]1[O:15][N:14]=[C:13]([C:16]2[CH:21]=[CH:20][C:19]([NH:22][C:23](=[O:37])[C:24](=[O:36])[NH:25][C:26]3[CH:31]=[CH:30][CH:29]=[C:28]([C:32]([F:35])([F:34])[F:33])[CH:27]=3)=[CH:18][CH:17]=2)[CH:12]=1)=[O:10])[C:4]([O:6]C)=[O:5].O.[OH-].[Li+].Cl. The catalyst is C1COCC1. The product is [CH3:1][CH:2]([CH3:38])[CH:3]([NH:8][C:9]([C:11]1[O:15][N:14]=[C:13]([C:16]2[CH:21]=[CH:20][C:19]([NH:22][C:23](=[O:37])[C:24](=[O:36])[NH:25][C:26]3[CH:31]=[CH:30][CH:29]=[C:28]([C:32]([F:34])([F:35])[F:33])[CH:27]=3)=[CH:18][CH:17]=2)[CH:12]=1)=[O:10])[C:4]([OH:6])=[O:5]. The yield is 0.220. (7) The catalyst is C1COCC1. The product is [F:1][C:2]1[CH:38]=[C:37]([F:39])[CH:36]=[CH:35][C:3]=1[CH2:4][N:5]([CH2:26][CH2:27][CH2:28][CH2:29][CH2:30][CH2:31][CH2:32][CH2:33][CH3:34])[C:6](=[O:25])[CH2:7][O:8][C:9]1[CH:14]=[CH:13][C:12]([CH2:15][C@H:16]([O:22][CH2:23][CH3:24])[C:17]([OH:19])=[O:18])=[CH:11][CH:10]=1. The yield is 0.940. The reactants are [F:1][C:2]1[CH:38]=[C:37]([F:39])[CH:36]=[CH:35][C:3]=1[CH2:4][N:5]([CH2:26][CH2:27][CH2:28][CH2:29][CH2:30][CH2:31][CH2:32][CH2:33][CH3:34])[C:6](=[O:25])[CH2:7][O:8][C:9]1[CH:14]=[CH:13][C:12]([CH2:15][C@H:16]([O:22][CH2:23][CH3:24])[C:17]([O:19]CC)=[O:18])=[CH:11][CH:10]=1.[Li+].[OH-]. (8) The catalyst is ClCCl.C([O-])(=O)C.[Cu+2].C([O-])(=O)C. The yield is 0.120. The product is [Br:1][C:2]1[CH:7]=[CH:6][C:5]([O:8][C:9]2[CH:15]=[CH:16][CH:11]=[CH:12][CH:13]=2)=[C:4]([O:10][CH3:20])[CH:3]=1. The reactants are [Br:1][C:2]1[CH:3]=[C:4]([OH:10])[C:5]([O:8][CH3:9])=[CH:6][CH:7]=1.[C:11]1(B(O)O)[CH:16]=[CH:15]C=[CH:13][CH:12]=1.[CH2:20](N(CC)CC)C. (9) The reactants are [N+:1]([C:4]1[C:12]2[NH:11][C:10]3[CH2:13][CH2:14][NH:15][CH2:16][C:9]=3[C:8]=2[CH:7]=[CH:6][CH:5]=1)([O-:3])=[O:2].[CH2:17]([O:19][C:20](Cl)=[O:21])[CH3:18]. The catalyst is C(Cl)Cl.C([O-])([O-])=O.[K+].[K+]. The product is [CH2:17]([O:19][C:20]([N:15]1[CH2:14][CH2:13][C:10]2[NH:11][C:12]3[C:4]([N+:1]([O-:3])=[O:2])=[CH:5][CH:6]=[CH:7][C:8]=3[C:9]=2[CH2:16]1)=[O:21])[CH3:18]. The yield is 0.560.